Dataset: Peptide-MHC class II binding affinity with 134,281 pairs from IEDB. Task: Regression. Given a peptide amino acid sequence and an MHC pseudo amino acid sequence, predict their binding affinity value. This is MHC class II binding data. (1) The peptide sequence is YDKFPANVSTVLTGK. The MHC is DRB1_0802 with pseudo-sequence DRB1_0802. The binding affinity (normalized) is 0.294. (2) The peptide sequence is VPSFRWTQSLRRGLS. The MHC is DRB1_0101 with pseudo-sequence DRB1_0101. The binding affinity (normalized) is 0.806. (3) The peptide sequence is YDKLLANVSTVLTGK. The MHC is DRB1_1001 with pseudo-sequence DRB1_1001. The binding affinity (normalized) is 0.710. (4) The binding affinity (normalized) is 0.953. The peptide sequence is THFTTWTSIPTLAAQ. The MHC is DRB1_0401 with pseudo-sequence DRB1_0401. (5) The peptide sequence is LQEIPTMLKKGMTTV. The MHC is DRB1_0901 with pseudo-sequence DRB1_0901. The binding affinity (normalized) is 0.503. (6) The MHC is DRB1_0401 with pseudo-sequence DRB1_0401. The peptide sequence is QNIQLSNAPLGPQFP. The binding affinity (normalized) is 0.388. (7) The peptide sequence is YRIAARPGAVTRRAA. The MHC is DRB5_0101 with pseudo-sequence DRB5_0101. The binding affinity (normalized) is 0.556. (8) The peptide sequence is LEAKATFYGSNPRGA. The MHC is HLA-DQA10401-DQB10402 with pseudo-sequence HLA-DQA10401-DQB10402. The binding affinity (normalized) is 0.112.